From a dataset of Catalyst prediction with 721,799 reactions and 888 catalyst types from USPTO. Predict which catalyst facilitates the given reaction. (1) Reactant: [F:1][C:2]([F:15])([F:14])[C:3]1[CH:13]=[CH:12][C:6]([CH2:7][CH2:8][C:9]([OH:11])=O)=[CH:5][CH:4]=1.CN(C(ON1N=NC2C=CC=CC1=2)=[N+](C)C)C.[B-](F)(F)(F)F.C(N(C(C)C)C(C)C)C.[CH3:47][C:48]1[S:52][C:51]([CH2:53][CH2:54][NH2:55])=[CH:50][CH:49]=1. Product: [CH3:47][C:48]1[S:52][C:51]([CH2:53][CH2:54][NH:55][C:9](=[O:11])[CH2:8][CH2:7][C:6]2[CH:5]=[CH:4][C:3]([C:2]([F:1])([F:15])[F:14])=[CH:13][CH:12]=2)=[CH:50][CH:49]=1. The catalyst class is: 3. (2) Reactant: [NH2:1][C:2]1[CH:7]=[CH:6][C:5]([C:8]2[O:9][C:10]3[C:11](=[C:13]([C:17]([NH2:19])=[O:18])[CH:14]=[CH:15][CH:16]=3)[N:12]=2)=[CH:4][CH:3]=1.N1C=CC=CC=1.[C:26](Cl)(=[O:28])[CH3:27]. Product: [C:26]([NH:1][C:2]1[CH:3]=[CH:4][C:5]([C:8]2[O:9][C:10]3[C:11](=[C:13]([C:17]([NH2:19])=[O:18])[CH:14]=[CH:15][CH:16]=3)[N:12]=2)=[CH:6][CH:7]=1)(=[O:28])[CH3:27]. The catalyst class is: 4. (3) Reactant: C[Si]([C:5]#[C:6][C:7]1[CH:8]=[N:9][CH:10]=[C:11]([CH:14]=1)[C:12]#[N:13])(C)C.[F-].C([N+](CCCC)(CCCC)CCCC)CCC. Product: [C:6]([C:7]1[CH:8]=[N:9][CH:10]=[C:11]([CH:14]=1)[C:12]#[N:13])#[CH:5]. The catalyst class is: 1. (4) Reactant: [F:1][C:2]1[CH:7]=[CH:6][C:5]([N:8]2[C:11](=[O:12])[C@H:10]([S:13][CH2:14][C:15]([C:17]3[CH:22]=[CH:21][C:20]([F:23])=[CH:19][CH:18]=3)=[O:16])[C@H:9]2[C:24]2[CH:38]=[CH:37][C:27]([O:28][CH2:29][C:30]([NH:32][CH2:33][C:34]([OH:36])=O)=[O:31])=[CH:26][CH:25]=2)=[CH:4][CH:3]=1.CN1CC[O:43]CC1.CN(C(O[N:54]1N=[N:61][C:56]2[CH:57]=[CH:58][CH:59]=[CH:60][C:55]1=2)=[N+](C)C)C.[B-](F)(F)(F)F.N[CH2:69][CH2:70][CH2:71][CH2:72][CH2:73][C:74]([OH:76])=[O:75]. Product: [F:1][C:2]1[CH:7]=[CH:6][C:5]([N:8]2[C:11](=[O:12])[C@H:10]([S:13][CH2:14][CH:15]([C:17]3[CH:22]=[CH:21][C:20]([F:23])=[CH:19][CH:18]=3)[OH:16])[C@H:9]2[C:24]2[CH:25]=[CH:26][C:27]([O:28][CH2:29][C:30]([NH:32][CH2:33][C:34]([NH:54][CH2:55][CH2:60][CH2:59][CH2:58][CH2:57][C:56]([NH:61][CH2:69][CH2:70][CH2:71][CH2:72][CH2:73][C:74]([OH:76])=[O:75])=[O:43])=[O:36])=[O:31])=[CH:37][CH:38]=2)=[CH:4][CH:3]=1. The catalyst class is: 3. (5) Reactant: [N:1]([O-])=[O:2].[Na+].C(O)(=O)C.[N+:9]([C:12]1[CH:30]=[CH:29][C:15]([CH2:16][O:17][C:18]([N:20]2[CH2:25][CH2:24][NH:23][CH:22]([C:26]([OH:28])=[O:27])[CH2:21]2)=[O:19])=[CH:14][CH:13]=1)([O-:11])=[O:10]. Product: [N+:9]([C:12]1[CH:13]=[CH:14][C:15]([CH2:16][O:17][C:18]([N:20]2[CH2:25][CH2:24][N:23]([N:1]=[O:2])[CH:22]([C:26]([OH:28])=[O:27])[CH2:21]2)=[O:19])=[CH:29][CH:30]=1)([O-:11])=[O:10]. The catalyst class is: 6. (6) Reactant: [O:1]=[C:2]1[CH:8]=[C:7]([C:9]([O:11][CH3:12])=[O:10])[CH2:6][CH2:5][CH2:4][NH:3]1. Product: [O:1]=[C:2]1[CH2:8][CH:7]([C:9]([O:11][CH3:12])=[O:10])[CH2:6][CH2:5][CH2:4][NH:3]1. The catalyst class is: 29.